This data is from Forward reaction prediction with 1.9M reactions from USPTO patents (1976-2016). The task is: Predict the product of the given reaction. (1) Given the reactants F[C:2]1[CH:3]=[CH:4][C:5]([N+:11]([O-:13])=[O:12])=[C:6]([CH:10]=1)[C:7]([OH:9])=[O:8].C([O-])([O-])=O.[K+].[K+].[OH:20][C:21]1[CH:22]=[CH:23][C:24]([NH:31][S:32]([C:35]2[CH:40]=[CH:39][CH:38]=[CH:37][CH:36]=2)(=[O:34])=[O:33])=[C:25]([CH:30]=1)[C:26]([O:28][CH3:29])=[O:27], predict the reaction product. The product is: [CH3:29][O:28][C:26]([C:25]1[CH:30]=[C:21]([CH:22]=[CH:23][C:24]=1[NH:31][S:32]([C:35]1[CH:40]=[CH:39][CH:38]=[CH:37][CH:36]=1)(=[O:33])=[O:34])[O:20][C:2]1[CH:3]=[CH:4][C:5]([N+:11]([O-:13])=[O:12])=[C:6]([CH:10]=1)[C:7]([OH:9])=[O:8])=[O:27]. (2) Given the reactants C[O:2][C:3]([C:5]1[C:13]2[N:12]=[C:11]([C:14]3[CH:19]=[CH:18][CH:17]=[CH:16][CH:15]=3)[NH:10][C:9]=2[C:8]([O:20]C)=[CH:7][CH:6]=1)=[O:4].[Cl-].[Al+3].[Cl-].[Cl-].Cl, predict the reaction product. The product is: [OH:20][C:8]1[C:9]2[NH:10][C:11]([C:14]3[CH:19]=[CH:18][CH:17]=[CH:16][CH:15]=3)=[N:12][C:13]=2[C:5]([C:3]([OH:4])=[O:2])=[CH:6][CH:7]=1. (3) Given the reactants I[C:2]1[CH:3]=[C:4]2[C:8](=[CH:9][CH:10]=1)[N:7]([C:11]1[CH:12]=[N:13][CH:14]=[CH:15][CH:16]=1)[N:6]=[CH:5]2.[NH2:17][C:18](O)([CH3:28])[CH2:19][C:20]1[CH:21]=[N:22][C:23]([O:26][CH3:27])=[CH:24][CH:25]=1.C(=O)([O-])[O-:31].[Cs+].[Cs+], predict the reaction product. The product is: [CH3:27][O:26][C:23]1[N:22]=[CH:21][C:20]([CH:19]([O:31][C:2]2[CH:3]=[C:4]3[C:8](=[CH:9][CH:10]=2)[N:7]([C:11]2[CH:12]=[N:13][CH:14]=[CH:15][CH:16]=2)[N:6]=[CH:5]3)[CH:18]([NH2:17])[CH3:28])=[CH:25][CH:24]=1. (4) Given the reactants [F:1][C:2]1[CH:7]=[CH:6][C:5]([C:8]2[C:17]([N:18]3[C:27]4[C:22](=[CH:23][CH:24]=[C:25]([O:28][CH3:29])[CH:26]=4)[CH2:21][CH2:20][CH2:19]3)=[N:16][C:15]3[C:10](=[CH:11][CH:12]=[C:13]([C:30]([O:32]C)=[O:31])[CH:14]=3)[N:9]=2)=[CH:4][CH:3]=1.[OH-].[Na+].CC(O)=O, predict the reaction product. The product is: [F:1][C:2]1[CH:7]=[CH:6][C:5]([C:8]2[C:17]([N:18]3[C:27]4[C:22](=[CH:23][CH:24]=[C:25]([O:28][CH3:29])[CH:26]=4)[CH2:21][CH2:20][CH2:19]3)=[N:16][C:15]3[C:10](=[CH:11][CH:12]=[C:13]([C:30]([OH:32])=[O:31])[CH:14]=3)[N:9]=2)=[CH:4][CH:3]=1. (5) Given the reactants [Cl:1][C:2]1[CH:3]=[CH:4][CH:5]=[C:6]2[C:15]=1[C:9]1([CH2:14][CH2:13][NH:12][CH2:11][CH2:10]1)[N:8]([CH3:16])[C:7]2=[O:17].[Cl:18][C:19]1[CH:29]=[CH:28][CH:27]=[C:26]([Cl:30])[C:20]=1[CH:21]=[CH:22][C:23](O)=[O:24], predict the reaction product. The product is: [Cl:1][C:2]1[CH:3]=[CH:4][CH:5]=[C:6]2[C:15]=1[C:9]1([CH2:10][CH2:11][N:12]([C:23](=[O:24])/[CH:22]=[CH:21]/[C:20]3[C:19]([Cl:18])=[CH:29][CH:28]=[CH:27][C:26]=3[Cl:30])[CH2:13][CH2:14]1)[N:8]([CH3:16])[C:7]2=[O:17].